Dataset: Full USPTO retrosynthesis dataset with 1.9M reactions from patents (1976-2016). Task: Predict the reactants needed to synthesize the given product. (1) Given the product [CH2:1]([N:8]1[CH2:9][C:10]([CH3:24])([CH3:25])[O:11][CH2:12][C@H:13]1[CH2:14][CH2:15][OH:16])[C:2]1[CH:3]=[CH:4][CH:5]=[CH:6][CH:7]=1, predict the reactants needed to synthesize it. The reactants are: [CH2:1]([N:8]1[C@H:13]([CH2:14][CH2:15][O:16][Si](C(C)(C)C)(C)C)[CH2:12][O:11][C:10]([CH3:25])([CH3:24])[CH2:9]1)[C:2]1[CH:7]=[CH:6][CH:5]=[CH:4][CH:3]=1.[F-].C([N+](CCCC)(CCCC)CCCC)CCC. (2) Given the product [CH3:32][C:22]1[C:23]2[C:24](=[C:13]([C:8]3[CH:7]=[CH:6][C:5]4[C:4]([OH:15])=[C:3]([Cl:16])[C:2](=[NH:1])[C:11](=[O:12])[C:10]=4[N:9]=3)[NH:21][C:20]=1[C:19]([O:18][CH3:17])=[O:33])[N:25]=[C:26]1[C:31]=2[CH:30]=[CH:29][CH:28]=[CH:27]1, predict the reactants needed to synthesize it. The reactants are: [NH2:1][C:2]1[C:11](=[O:12])[C:10]2[N:9]=[C:8]([CH:13]=O)[CH:7]=[CH:6][C:5]=2[C:4](=[O:15])[C:3]=1[Cl:16].[CH3:17][O:18][C:19](=[O:33])[C@H:20]([CH:22]([CH3:32])[C:23]1[C:31]2[C:26](=[CH:27][CH:28]=[CH:29][CH:30]=2)[NH:25][CH:24]=1)[NH2:21]. (3) Given the product [CH2:3]([C:12]1[CH:13]=[CH:14][C:15]([CH2:16][OH:17])=[CH:18][CH:19]=1)[CH2:4][CH2:5][CH2:6][CH2:7][CH2:8][CH2:9][CH2:10][CH3:11], predict the reactants needed to synthesize it. The reactants are: [BH4-].[Na+].[CH2:3]([C:12]1[CH:19]=[CH:18][C:15]([CH:16]=[O:17])=[CH:14][CH:13]=1)[CH2:4][CH2:5][CH2:6][CH2:7][CH2:8][CH2:9][CH2:10][CH3:11]. (4) Given the product [Cl:16][C:13]1[CH:14]=[CH:15][C:10]([CH:9]2[C:4]3[CH:3]=[C:2]([N:18]4[CH2:23][CH2:22][O:21][CH2:20][CH2:19]4)[S:6][C:5]=3[C:7](=[O:17])[CH2:8]2)=[CH:11][CH:12]=1, predict the reactants needed to synthesize it. The reactants are: Br[C:2]1[S:6][C:5]2[C:7](=[O:17])[CH2:8][CH:9]([C:10]3[CH:15]=[CH:14][C:13]([Cl:16])=[CH:12][CH:11]=3)[C:4]=2[CH:3]=1.[NH:18]1[CH2:23][CH2:22][O:21][CH2:20][CH2:19]1.O1CCOCC1.C(=O)([O-])[O-].[Cs+].[Cs+].C1(P(C2C=CC=CC=2)C2C3OC4C(=CC=CC=4P(C4C=CC=CC=4)C4C=CC=CC=4)C(C)(C)C=3C=CC=2)C=CC=CC=1. (5) Given the product [CH3:1][C:2]([O:47][C:11]1[CH:12]=[C:13]([C:16]2[C:28]3[C:29]4[C:34]([O:35][C:36](=[O:37])[C:27]=3[N:26]3[C:17]=2[C:18]2[C:23]([CH2:24][CH2:25]3)=[C:22]([O:41][CH3:42])[C:21]([O:43][CH3:44])=[C:20]([O:45][CH3:46])[CH:19]=2)=[CH:33][C:32]([O:38][C:48]([CH3:49])=[O:50])=[C:31]([O:39][CH3:40])[CH:30]=4)[CH:14]=[CH:15][C:10]=1[O:9][CH3:8])=[O:3], predict the reactants needed to synthesize it. The reactants are: [CH3:1][C:2](CC(O)=O)=[O:3].[CH3:8][O:9][C:10]1[CH:15]=[CH:14][C:13]([C:16]2[C:28]3[C:29]4[C:34]([O:35][C:36](=[O:37])[C:27]=3[N:26]3[C:17]=2[C:18]2[C:23]([CH2:24][CH2:25]3)=[C:22]([O:41][CH3:42])[C:21]([O:43][CH3:44])=[C:20]([O:45][CH3:46])[CH:19]=2)=[CH:33][C:32]([OH:38])=[C:31]([O:39][CH3:40])[CH:30]=4)=[CH:12][C:11]=1[OH:47].[C:48](OC(=O)C)(=[O:50])[CH3:49]. (6) The reactants are: [CH:1]([C:4]1[CH:9]=[CH:8][C:7]([S:10]([NH:13][C:14]2[CH:19]=[CH:18][C:17]([C@@H:20]3[CH2:26][C@@H:25]4[C@H:21]3[CH2:22][N:23]([C:27](=O)[CH2:28][CH3:29])[CH2:24]4)=[CH:16][CH:15]=2)(=[O:12])=[O:11])=[CH:6][CH:5]=1)([CH3:3])[CH3:2].Cl. Given the product [CH:1]([C:4]1[CH:9]=[CH:8][C:7]([S:10]([NH:13][C:14]2[CH:19]=[CH:18][C:17]([C@@H:20]3[CH2:26][C@@H:25]4[C@H:21]3[CH2:22][N:23]([CH2:27][CH2:28][CH3:29])[CH2:24]4)=[CH:16][CH:15]=2)(=[O:11])=[O:12])=[CH:6][CH:5]=1)([CH3:3])[CH3:2], predict the reactants needed to synthesize it.